From a dataset of Catalyst prediction with 721,799 reactions and 888 catalyst types from USPTO. Predict which catalyst facilitates the given reaction. (1) Reactant: Cl.[Cl:2][C:3]1[C:11]2[C:6](=[CH:7][CH:8]=[CH:9][CH:10]=2)[N:5]([C:12]2[CH:25]=[CH:24][C:15]([CH2:16][NH:17][C:18]([C:20]3([NH2:23])[CH2:22][CH2:21]3)=[O:19])=[CH:14][CH:13]=2)[C:4]=1[C:26]1[N:27]=[N:28][N:29]([CH3:31])[N:30]=1.C(N(CC)CC)C.ClCCl.[F:42][C:43]([F:54])([F:53])[C:44](O[C:44](=[O:45])[C:43]([F:54])([F:53])[F:42])=[O:45]. Product: [Cl:2][C:3]1[C:11]2[C:6](=[CH:7][CH:8]=[CH:9][CH:10]=2)[N:5]([C:12]2[CH:25]=[CH:24][C:15]([CH2:16][NH:17][C:18]([C:20]3([NH:23][C:44](=[O:45])[C:43]([F:54])([F:53])[F:42])[CH2:22][CH2:21]3)=[O:19])=[CH:14][CH:13]=2)[C:4]=1[C:26]1[N:27]=[N:28][N:29]([CH3:31])[N:30]=1. The catalyst class is: 6. (2) Reactant: [CH:1](N(C(C)C)CC)(C)[CH3:2].[CH2:10](I)[CH3:11].[CH3:13][NH:14][C:15]([C:17]1[C:21]2[CH:22]=[C:23]([O:27][CH:28]([CH3:30])[CH3:29])[C:24]([NH2:26])=[CH:25][C:20]=2[O:19][C:18]=1[C:31]1[CH:36]=[CH:35][C:34]([F:37])=[CH:33][CH:32]=1)=[O:16]. Product: [CH3:13][NH:14][C:15]([C:17]1[C:21]2[CH:22]=[C:23]([O:27][CH:28]([CH3:30])[CH3:29])[C:24]([NH:26][CH2:1][CH3:2])=[CH:25][C:20]=2[O:19][C:18]=1[C:31]1[CH:32]=[CH:33][C:34]([F:37])=[CH:35][CH:36]=1)=[O:16].[CH3:13][NH:14][C:15]([C:17]1[C:21]2[CH:22]=[C:23]([O:27][CH:28]([CH3:30])[CH3:29])[C:24]([N:26]([CH2:10][CH3:11])[CH2:1][CH3:2])=[CH:25][C:20]=2[O:19][C:18]=1[C:31]1[CH:32]=[CH:33][C:34]([F:37])=[CH:35][CH:36]=1)=[O:16]. The catalyst class is: 10. (3) Reactant: C([O-])(=O)C(C)=C.[Na+].[C:8]1([C:14](=[CH2:18])[C:15]([OH:17])=[O:16])[CH:13]=[CH:12][CH:11]=[CH:10][CH:9]=1.[C:19](O)(=[S:21])[CH3:20]. Product: [C:19]([CH2:18][C@@H:14]([C:8]1[CH:13]=[CH:12][CH:11]=[CH:10][CH:9]=1)[C:15]([OH:17])=[O:16])(=[S:21])[CH3:20]. The catalyst class is: 11. (4) Reactant: [S:1]1[CH:5]=[CH:4][CH:3]=[C:2]1[CH2:6][CH2:7][NH:8][C:9]([C:11]1([CH3:17])[CH2:16][CH2:15][CH2:14][CH2:13][CH2:12]1)=[O:10].[H-].[Na+].I[CH3:21]. Product: [CH3:21][N:8]([CH2:7][CH2:6][C:2]1[S:1][CH:5]=[CH:4][CH:3]=1)[C:9]([C:11]1([CH3:17])[CH2:16][CH2:15][CH2:14][CH2:13][CH2:12]1)=[O:10]. The catalyst class is: 18. (5) Reactant: [NH2:1][C:2]1[C:3]([Cl:11])=[C:4]([CH:7]=[CH:8][C:9]=1[Cl:10])[CH2:5][NH2:6].[F:12][C:13]([F:21])([F:20])[C:14]1([C:17](O)=[O:18])[CH2:16][CH2:15]1.CN(C(ON1N=NC2C=CC=CC1=2)=[N+](C)C)C.[B-](F)(F)(F)F. Product: [Cl:11][C:3]1[C:2]([NH2:1])=[C:9]([Cl:10])[CH:8]=[CH:7][C:4]=1[CH2:5][NH:6][C:17]([C:14]1([C:13]([F:21])([F:20])[F:12])[CH2:16][CH2:15]1)=[O:18]. The catalyst class is: 3. (6) Reactant: Cl.[NH2:2][CH2:3][C:4]1[CH:12]=[CH:11][CH:10]=[C:9]2[C:5]=1[C:6](=[O:22])[N:7]([CH:14]1[CH2:19][CH2:18][C:17](=[O:20])[NH:16][C:15]1=[O:21])[C:8]2=[O:13].C(N(CC)CC)C.[CH3:30][C:31]1[N:32]=[C:33]([C:39]2[CH:44]=[CH:43][CH:42]=[CH:41][CH:40]=2)[S:34][C:35]=1[C:36](Cl)=[O:37]. Product: [O:21]=[C:15]1[CH:14]([N:7]2[C:6](=[O:22])[C:5]3[C:9](=[CH:10][CH:11]=[CH:12][C:4]=3[CH2:3][NH:2][C:36]([C:35]3[S:34][C:33]([C:39]4[CH:40]=[CH:41][CH:42]=[CH:43][CH:44]=4)=[N:32][C:31]=3[CH3:30])=[O:37])[C:8]2=[O:13])[CH2:19][CH2:18][C:17](=[O:20])[NH:16]1. The catalyst class is: 23. (7) Reactant: Cl[CH2:2][C:3]1[CH:8]=[CH:7][C:6]([O:9][CH3:10])=[CH:5][CH:4]=1.[I:11][C:12]1[C:20]2[C:15](=[N:16][CH:17]=[C:18]([C:34]3[CH:39]=[CH:38][CH:37]=[CH:36][CH:35]=3)[C:19]=2[N:21]2[CH2:26][CH2:25][N:24]([C:27]([O:29][C:30]([CH3:33])([CH3:32])[CH3:31])=[O:28])[CH2:23][CH2:22]2)[NH:14][N:13]=1.C([O-])([O-])=O.[K+].[K+].CCOCC. Product: [I:11][C:12]1[C:20]2[C:15](=[N:16][CH:17]=[C:18]([C:34]3[CH:35]=[CH:36][CH:37]=[CH:38][CH:39]=3)[C:19]=2[N:21]2[CH2:26][CH2:25][N:24]([C:27]([O:29][C:30]([CH3:33])([CH3:32])[CH3:31])=[O:28])[CH2:23][CH2:22]2)[N:14]([CH2:2][C:3]2[CH:8]=[CH:7][C:6]([O:9][CH3:10])=[CH:5][CH:4]=2)[N:13]=1. The catalyst class is: 18.